Dataset: Full USPTO retrosynthesis dataset with 1.9M reactions from patents (1976-2016). Task: Predict the reactants needed to synthesize the given product. (1) Given the product [CH:1]1([CH2:4][O:5][C:6]2[CH:11]=[CH:10][C:9]([S:12]([CH2:15][CH3:38])(=[O:13])=[O:14])=[CH:8][C:7]=2[C:26]2[C:27]3[O:36][CH:35]=[CH:34][C:28]=3[C:29](=[O:33])[N:30]([CH3:32])[CH:31]=2)[CH2:2][CH2:3]1, predict the reactants needed to synthesize it. The reactants are: [CH:1]1([CH2:4][O:5][C:6]2[CH:11]=[CH:10][C:9]([S:12]([CH3:15])(=[O:14])=[O:13])=[CH:8][C:7]=2B2OC(C)(C)C(C)(C)O2)[CH2:3][CH2:2]1.Br[C:26]1[C:27]2[O:36][CH:35]=[CH:34][C:28]=2[C:29](=[O:33])[N:30]([CH3:32])[CH:31]=1.Br[C:38]1C2C(=CC=C(C(F)(F)F)C=2)C(=O)N(C)C=1. (2) Given the product [NH2:29][C@@H:24]([CH2:25][CH:26]([CH3:28])[CH3:27])[CH2:23][O:22][C:19]1[CH:20]=[CH:21][C:16]2[C:15]3[C:10](=[C:11]([CH3:37])[N:12]=[CH:13][CH:14]=3)[C:9](=[O:38])[NH:8][C:17]=2[CH:18]=1, predict the reactants needed to synthesize it. The reactants are: COC1C=CC(C[N:8]2[C:17]3[CH:18]=[C:19]([O:22][CH2:23][C@@H:24]([NH:29]C(=O)OC(C)(C)C)[CH2:25][CH:26]([CH3:28])[CH3:27])[CH:20]=[CH:21][C:16]=3[C:15]3[C:10](=[C:11]([CH3:37])[N:12]=[CH:13][CH:14]=3)[C:9]2=[O:38])=CC=1. (3) Given the product [Br-:10].[C:29]1([CH2:31][N+:3]2[C:2]([Cl:1])=[C:6]([Cl:7])[N:5]([CH2:11][CH2:12][C:13]3[CH:22]=[CH:21][C:20]4[C:15](=[CH:16][CH:17]=[CH:18][CH:19]=4)[CH:14]=3)[CH:4]=2)[CH:30]=[C:25]([CH2:24][N+:3]2[C:2]([Cl:1])=[C:6]([Cl:7])[N:5]([CH2:11][CH2:12][C:13]3[CH:22]=[CH:21][C:20]4[C:15](=[CH:16][CH:17]=[CH:18][CH:19]=4)[CH:14]=3)[CH:4]=2)[CH:26]=[C:27]([CH2:33][N+:3]2[C:2]([Cl:1])=[C:6]([Cl:7])[N:5]([CH2:37][CH2:36][C:35]3[CH:39]=[CH:37][C:36]4[C:35](=[CH:36][CH:37]=[CH:39][CH:35]=4)[CH:39]=3)[CH:4]=2)[CH:28]=1.[Br-:23].[Br-:10], predict the reactants needed to synthesize it. The reactants are: [Cl:1][C:2]1[N:3]=[CH:4][NH:5][C:6]=1[Cl:7].[OH-].[K+].[Br:10][CH2:11][CH2:12][C:13]1[CH:22]=[CH:21][C:20]2[C:15](=[CH:16][CH:17]=[CH:18][CH:19]=2)[CH:14]=1.[Br:23][CH2:24][C:25]1[CH:30]=[C:29]([CH2:31]Br)[CH:28]=[C:27]([CH2:33]Br)[CH:26]=1.[CH2:35]1[CH2:39]O[CH2:37][CH2:36]1.